Dataset: Catalyst prediction with 721,799 reactions and 888 catalyst types from USPTO. Task: Predict which catalyst facilitates the given reaction. (1) Reactant: [CH3:1][CH:2]([CH3:21])[C:3]([C:6]1[C:7]([C:15]2[CH:20]=[CH:19][CH:18]=[CH:17][CH:16]=2)=[N:8][N:9]2[CH:14]=[CH:13][CH:12]=[CH:11][C:10]=12)=[N:4][OH:5].C[Si]([N:26]=[C:27]=[O:28])(C)C.N1C=CC=CC=1. Product: [C:27]([O:5][N:4]=[C:3]([C:6]1[C:7]([C:15]2[CH:20]=[CH:19][CH:18]=[CH:17][CH:16]=2)=[N:8][N:9]2[CH:14]=[CH:13][CH:12]=[CH:11][C:10]=12)[CH:2]([CH3:21])[CH3:1])(=[O:28])[NH2:26]. The catalyst class is: 1. (2) Reactant: Br[CH2:2][C:3]([OH:5])=[O:4].[OH:6][CH2:7][CH2:8][N:9]1[C:14](=[O:15])[CH2:13][CH2:12][CH:11]([N:16]2[C:24](=[O:25])[C:23]3[C:18](=[CH:19][CH:20]=[CH:21][CH:22]=3)[C:17]2=[O:26])[C:10]1=[O:27].C(=O)([O-])[O-].[K+].[K+].C(NCC)C. Product: [CH2:8]([N:9]([CH2:10][CH3:11])[CH2:2][C:3]([OH:5])=[O:4])[CH3:7].[OH:6][CH2:7][CH2:8][N:9]1[C:14](=[O:15])[CH2:13][CH2:12][CH:11]([N:16]2[C:17](=[O:26])[C:18]3[C:23](=[CH:22][CH:21]=[CH:20][CH:19]=3)[C:24]2=[O:25])[C:10]1=[O:27]. The catalyst class is: 3. (3) Reactant: C(OC([N:8]1[CH2:11][CH:10]([NH:12][C:13]2[CH:18]=[CH:17][C:16]([Br:19])=[CH:15][C:14]=2[N+:20]([O-:22])=[O:21])[CH2:9]1)=O)(C)(C)C.[ClH:23]. Product: [ClH:23].[NH:8]1[CH2:11][CH:10]([NH:12][C:13]2[CH:18]=[CH:17][C:16]([Br:19])=[CH:15][C:14]=2[N+:20]([O-:22])=[O:21])[CH2:9]1. The catalyst class is: 440. (4) Reactant: C[N:2](C)[CH:3]=[C:4]([C:9]1[CH:14]=[CH:13][CH:12]=[CH:11][CH:10]=1)[C:5](=O)[CH2:6][CH3:7].O.[NH2:17]N. Product: [CH2:6]([C:5]1[NH:17][N:2]=[CH:3][C:4]=1[C:9]1[CH:14]=[CH:13][CH:12]=[CH:11][CH:10]=1)[CH3:7]. The catalyst class is: 14. (5) Product: [Br:1][C:2]1[CH:14]=[C:13]2[C:5]([C:6]3[CH:7]=[CH:8][C:9]([NH2:15])=[CH:10][C:11]=3[C:12]2([CH2:28][CH2:29][CH2:30][CH3:31])[CH2:17][CH2:18][CH2:19][CH3:20])=[CH:4][CH:3]=1. Reactant: [Br:1][C:2]1[CH:14]=[C:13]2[C:5]([C:6]3[CH:7]=[CH:8][C:9]([NH2:15])=[CH:10][C:11]=3[CH2:12]2)=[CH:4][CH:3]=1.I[CH2:17][CH2:18][CH2:19][CH3:20].CC(C)([O-])C.[K+].O1[CH2:31][CH2:30][CH2:29][CH2:28]1. The catalyst class is: 6. (6) Reactant: [CH3:1][C:2]1[N:7]=[C:6]([S:8][CH2:9][C:10]2[CH:19]=[N:18][C:17]3[C:12](=[CH:13][CH:14]=[CH:15][CH:16]=3)[N:11]=2)[N:5]=[C:4]([OH:20])[CH:3]=1.[ClH:21].O1CCOCC1. Product: [ClH:21].[ClH:21].[CH3:1][C:2]1[N:7]=[C:6]([S:8][CH2:9][C:10]2[CH:19]=[N:18][C:17]3[C:12](=[CH:13][CH:14]=[CH:15][CH:16]=3)[N:11]=2)[N:5]=[C:4]([OH:20])[CH:3]=1. The catalyst class is: 5. (7) Reactant: C[O:2][C:3](=[O:29])[CH2:4][C:5]1[CH:10]=[CH:9][C:8]([C:11]#[C:12][C:13]2[CH:18]=[C:17]([C:19]([CH3:22])([CH3:21])[CH3:20])[C:16]([O:23][CH3:24])=[C:15]([C:25]([CH3:28])([CH3:27])[CH3:26])[CH:14]=2)=[CH:7][CH:6]=1.[OH-].[Na+].C(O)C.O. Product: [C:25]([C:15]1[CH:14]=[C:13]([C:12]#[C:11][C:8]2[CH:9]=[CH:10][C:5]([CH2:4][C:3]([OH:29])=[O:2])=[CH:6][CH:7]=2)[CH:18]=[C:17]([C:19]([CH3:22])([CH3:21])[CH3:20])[C:16]=1[O:23][CH3:24])([CH3:26])([CH3:27])[CH3:28]. The catalyst class is: 10. (8) Reactant: [CH2:1]([C@H:5]1[CH2:10][CH2:9][C@H:8]([C:11]([OH:13])=[O:12])[CH2:7][CH2:6]1)[CH:2]([CH3:4])[CH3:3].[CH3:14]O. Product: [CH3:14][O:12][C:11]([C@H:8]1[CH2:9][CH2:10][C@H:5]([CH2:1][CH:2]([CH3:4])[CH3:3])[CH2:6][CH2:7]1)=[O:13]. The catalyst class is: 65. (9) Reactant: [Br:1][C:2]1[C:7]([CH2:8]Br)=[CH:6][N:5]=[C:4]([Cl:10])[CH:3]=1.C[N+]1([O-])CC[O:15]CC1. Product: [Br:1][C:2]1[C:7]([CH:8]=[O:15])=[CH:6][N:5]=[C:4]([Cl:10])[CH:3]=1. The catalyst class is: 290. (10) Reactant: C([O:9][C@@H:10]1[C@H:14]([O:15]C(=O)C2C=CC=CC=2)[C@@H:13]([C:24]([NH:26][CH2:27][CH3:28])=[O:25])[O:12][C@H:11]1[N:29]1[CH:37]=[N:36][C:35]2[C:30]1=[N:31][C:32]([I:55])=[N:33][C:34]=2[NH:38][CH2:39][CH:40]([CH2:48][C:49]1[CH:54]=[CH:53][CH:52]=[CH:51][CH:50]=1)[CH2:41][C:42]1[CH:47]=[CH:46][CH:45]=[CH:44][CH:43]=1)(=O)C1C=CC=CC=1.C(=O)([O-])[O-].[Na+].[Na+]. Product: [CH2:48]([CH:40]([CH2:41][C:42]1[CH:47]=[CH:46][CH:45]=[CH:44][CH:43]=1)[CH2:39][NH:38][C:34]1[N:33]=[C:32]([I:55])[N:31]=[C:30]2[C:35]=1[N:36]=[CH:37][N:29]2[C@@H:11]1[O:12][C@H:13]([C:24]([NH:26][CH2:27][CH3:28])=[O:25])[C@@H:14]([OH:15])[C@H:10]1[OH:9])[C:49]1[CH:54]=[CH:53][CH:52]=[CH:51][CH:50]=1. The catalyst class is: 5.